This data is from Forward reaction prediction with 1.9M reactions from USPTO patents (1976-2016). The task is: Predict the product of the given reaction. Given the reactants [Cl-].[Mg+2].[Cl-].[CH-:4]1[CH:8]=[CH:7][CH:6]=[CH:5]1.[Na+].[C:10]1([C:16]([CH2:18][C:19]2[CH:24]=[CH:23][CH:22]=[CH:21][CH:20]=2)=O)[CH:15]=[CH:14][CH:13]=[CH:12][CH:11]=1, predict the reaction product. The product is: [CH2:18]([C:16]([C:10]1[CH:15]=[CH:14][CH:13]=[CH:12][CH:11]=1)=[C:4]1[CH:8]=[CH:7][CH:6]=[CH:5]1)[C:19]1[CH:24]=[CH:23][CH:22]=[CH:21][CH:20]=1.